This data is from Merck oncology drug combination screen with 23,052 pairs across 39 cell lines. The task is: Regression. Given two drug SMILES strings and cell line genomic features, predict the synergy score measuring deviation from expected non-interaction effect. Drug 1: CC1CC2C3CCC4=CC(=O)C=CC4(C)C3(F)C(O)CC2(C)C1(O)C(=O)CO. Drug 2: Cn1cc(-c2cnn3c(N)c(Br)c(C4CCCNC4)nc23)cn1. Cell line: OV90. Synergy scores: synergy=-6.13.